From a dataset of Forward reaction prediction with 1.9M reactions from USPTO patents (1976-2016). Predict the product of the given reaction. (1) Given the reactants [Si]([O:8][C:9]1[CH:14]=[CH:13][C:12]([C:15]2[N:16]=[C:17]([C:22]3S[C:25]4[C:26]5SC=[CH:29][C:27]=5S[C:24]=4[CH:23]=3)[C:18]([NH2:21])=[N:19][CH:20]=2)=[CH:11][CH:10]=1)(C(C)(C)C)(C)C.[Si]([O:40][C:41]1[CH:46]=[CH:45][C:44]([CH2:47][C:48](Cl)=[O:49])=[CH:43][CH:42]=1)(C(C)(C)C)(C)C.O, predict the reaction product. The product is: [CH:26]1[CH:25]=[CH:24][C:23]([CH2:22][C:17]2[NH:16][C:15](=[C:12]3[CH:11]=[CH:10][C:9](=[O:8])[CH:14]=[CH:13]3)[CH:20]=[N:19][C:18]=2[NH:21][C:48]([CH2:47][C:44]2[CH:45]=[CH:46][C:41]([OH:40])=[CH:42][CH:43]=2)=[O:49])=[CH:29][CH:27]=1. (2) Given the reactants [CH2:1]([O:4][C:5]([N:7]1[CH2:12][CH2:11][C:10]2[C:13]([C:17](=[O:19])[NH2:18])=[C:14]([NH2:16])[S:15][C:9]=2[CH2:8]1)=[O:6])[CH:2]=[CH2:3].[Cl:20][C:21]1[CH:26]=[CH:25][C:24]([N:27]=[C:28]=[O:29])=[CH:23][CH:22]=1, predict the reaction product. The product is: [CH2:1]([O:4][C:5]([N:7]1[CH2:12][CH2:11][C:10]2[C:13]([C:17](=[O:19])[NH2:18])=[C:14]([NH:16][C:28]([NH:27][C:24]3[CH:25]=[CH:26][C:21]([Cl:20])=[CH:22][CH:23]=3)=[O:29])[S:15][C:9]=2[CH2:8]1)=[O:6])[CH:2]=[CH2:3].